From a dataset of Catalyst prediction with 721,799 reactions and 888 catalyst types from USPTO. Predict which catalyst facilitates the given reaction. (1) Reactant: [C:1]([O:5][C:6]([NH:8][C@H:9]1[CH2:14][CH2:13][C@H:12]([N:15]([CH2:38][CH3:39])[C:16]2[C:17]([CH3:37])=[C:18]([C:33]([O:35][CH3:36])=[O:34])[CH:19]=[C:20]([C:22]3[CH:27]=[CH:26][C:25]([O:28][CH2:29][CH2:30][O:31][CH3:32])=[CH:24][CH:23]=3)[CH:21]=2)[CH2:11][CH2:10]1)=[O:7])([CH3:4])([CH3:3])[CH3:2].[H-].[Na+].[CH3:42]I. Product: [C:1]([O:5][C:6]([N:8]([CH3:42])[C@H:9]1[CH2:14][CH2:13][C@H:12]([N:15]([CH2:38][CH3:39])[C:16]2[C:17]([CH3:37])=[C:18]([C:33]([O:35][CH3:36])=[O:34])[CH:19]=[C:20]([C:22]3[CH:27]=[CH:26][C:25]([O:28][CH2:29][CH2:30][O:31][CH3:32])=[CH:24][CH:23]=3)[CH:21]=2)[CH2:11][CH2:10]1)=[O:7])([CH3:4])([CH3:3])[CH3:2]. The catalyst class is: 3. (2) Reactant: [Br:1][C:2]1[CH:7]=[CH:6][C:5]([S:8]([NH:11][CH:12]2[CH2:16][C:15](=[O:17])[NH:14][CH2:13]2)(=[O:10])=[O:9])=[C:4]([CH:18](Br)[CH3:19])[CH:3]=1.C([O-])([O-])=O.[K+].[K+].O. Product: [Br:1][C:2]1[CH:7]=[CH:6][C:5]2[S:8](=[O:10])(=[O:9])[N:11]([CH:12]3[CH2:13][NH:14][C:15](=[O:17])[CH2:16]3)[CH:18]([CH3:19])[C:4]=2[CH:3]=1. The catalyst class is: 21. (3) Reactant: C([O:9][CH2:10][CH2:11][N:12]1[C:20]2[C:19](Cl)=[N:18][CH:17]=[N:16][C:15]=2[CH:14]=[CH:13]1)(=O)C1C=CC=CC=1.[Cl:22][C:23]1[CH:24]=[C:25]([CH:27]=[CH:28][C:29]=1[O:30][C:31]1[CH:39]=[C:38]2[C:34]([CH:35]=[N:36][C:37]2([CH3:41])[CH3:40])=[CH:33][CH:32]=1)[NH2:26].Cl.N1C=CC=CC=1.C(=O)([O-])O.[Na+]. Product: [Cl:22][C:23]1[CH:24]=[C:25]([NH:26][C:19]2[C:20]3[N:12]([CH2:11][CH2:10][OH:9])[CH:13]=[CH:14][C:15]=3[N:16]=[CH:17][N:18]=2)[CH:27]=[CH:28][C:29]=1[O:30][C:31]1[CH:39]=[C:38]2[C:34]([CH:35]=[N:36][C:37]2([CH3:40])[CH3:41])=[CH:33][CH:32]=1. The catalyst class is: 32.